From a dataset of Retrosynthesis with 50K atom-mapped reactions and 10 reaction types from USPTO. Predict the reactants needed to synthesize the given product. (1) Given the product CCOC(=O)c1ccnc(-c2cc(OC)c(Cl)c(OC)c2)c1, predict the reactants needed to synthesize it. The reactants are: CCOC(=O)c1ccnc(Cl)c1.COc1cc(B(O)O)cc(OC)c1Cl. (2) The reactants are: COc1ccc(S(=O)(=O)Cl)cc1.COc1ccc(S(=O)(=O)N2C[C@H](C)NC[C@@H]2C)cc1OC. Given the product COc1ccc(S(=O)(=O)N2C[C@H](C)N(S(=O)(=O)c3ccc(OC)c(OC)c3)C[C@@H]2C)cc1, predict the reactants needed to synthesize it. (3) Given the product CC(=O)Nc1ccc2c(c1)OC(CO)CO2, predict the reactants needed to synthesize it. The reactants are: CC(=O)OC(C)=O.Nc1ccc2c(c1)OC(CO)CO2.